Dataset: Full USPTO retrosynthesis dataset with 1.9M reactions from patents (1976-2016). Task: Predict the reactants needed to synthesize the given product. Given the product [OH:1][C:2]1[CH:11]=[C:10]([O:12][CH3:16])[C:9]([CH:13]([CH3:15])[CH3:14])=[CH:8][C:3]=1[C:4]([O:6][CH3:7])=[O:5], predict the reactants needed to synthesize it. The reactants are: [OH:1][C:2]1[CH:11]=[C:10]([OH:12])[C:9]([CH:13]([CH3:15])[CH3:14])=[CH:8][C:3]=1[C:4]([O:6][CH3:7])=[O:5].[C:16](=O)([O-])[O-].[K+].[K+].S(OC)(OC)(=O)=O.